This data is from Reaction yield outcomes from USPTO patents with 853,638 reactions. The task is: Predict the reaction yield, written as a fraction of the theoretical maximum amount of product (1.0 means a 100% yield; for example, 0.34 means a 34% yield). (1) The reactants are [F:1][C:2]1[CH:3]=[CH:4][C:5]([O:30]C)=[C:6]([C:8]([CH3:29])([CH3:28])[CH2:9][C:10]([OH:27])([C:23]([F:26])([F:25])[F:24])[CH:11]=[N:12][C:13]2[CH:21]=[CH:20][CH:19]=[C:18]3[C:14]=2[CH2:15][NH:16][C:17]3=[O:22])[CH:7]=1.B(Br)(Br)Br.C(=O)(O)[O-].[Na+]. The catalyst is ClCCl. The product is [F:1][C:2]1[CH:3]=[CH:4][C:5]([OH:30])=[C:6]2[C:7]=1[CH:11]([NH:12][C:13]1[CH:21]=[CH:20][CH:19]=[C:18]3[C:14]=1[CH2:15][NH:16][C:17]3=[O:22])[C:10]([OH:27])([C:23]([F:26])([F:25])[F:24])[CH2:9][C:8]2([CH3:29])[CH3:28]. The yield is 0.0790. (2) The reactants are CS[C:3]1[CH:8]=[CH:7][C:6]([NH:9][C:10]2[N:15]=[C:14]([N:16]3[C:25]4[CH:24]=[CH:23][CH:22]=[C:21]([OH:26])[C:20]=4[CH2:19][CH2:18][CH2:17]3)[CH:13]=[CH:12][N:11]=2)=[CH:5][CH:4]=1.Cl[C:28]1C=CC=C(C(OO)=O)C=1.[O-:38][S:39]([O-:41])=O.[Na+].[Na+]. The catalyst is ClCCl. The product is [CH3:28][S:39]([C:3]1[CH:8]=[CH:7][C:6]([NH:9][C:10]2[N:15]=[C:14]([N:16]3[C:25]4[CH:24]=[CH:23][CH:22]=[C:21]([OH:26])[C:20]=4[CH2:19][CH2:18][CH2:17]3)[CH:13]=[CH:12][N:11]=2)=[CH:5][CH:4]=1)(=[O:41])=[O:38]. The yield is 0.0600.